This data is from Catalyst prediction with 721,799 reactions and 888 catalyst types from USPTO. The task is: Predict which catalyst facilitates the given reaction. (1) Product: [CH3:4][O:3][P:2]([CH2:1][C:15](=[O:14])[CH2:16][C:17]1[CH:22]=[CH:21][CH:20]=[C:19]([Cl:23])[CH:18]=1)(=[O:7])[O:5][CH3:6]. The catalyst class is: 1. Reactant: [CH3:1][P:2](=[O:7])([O:5][CH3:6])[O:3][CH3:4].[Li]CCCC.C[O:14][C:15](=O)[CH2:16][C:17]1[CH:22]=[CH:21][CH:20]=[C:19]([Cl:23])[CH:18]=1.C(O)(=O)C. (2) Reactant: [CH3:1][C:2]1[CH2:6][CH2:5][C:4](=O)[CH:3]=1.[C:8]1([Li])[CH:13]=[CH:12][CH:11]=[CH:10][CH:9]=1.[Li].BrC1C=CC=CC=1.[NH4+].[Cl-]. Product: [CH3:1][C:2]1[CH2:6][CH:5]=[C:4]([C:8]2[CH:13]=[CH:12][CH:11]=[CH:10][CH:9]=2)[CH:3]=1. The catalyst class is: 28. (3) Reactant: [N:1]1[CH:6]=[CH:5][CH:4]=[C:3]([NH:7][C:8](=[O:15])OCC(Cl)(Cl)Cl)[CH:2]=1.[F:16][C:17]1[C:22]([F:23])=[CH:21][CH:20]=[CH:19][C:18]=1[C:24]1[N:25]=[C:26]([N:29]2[CH2:34][CH2:33][NH:32][CH2:31][CH2:30]2)[S:27][CH:28]=1.C(N(C(C)C)CC)(C)C.O. Product: [F:16][C:17]1[C:22]([F:23])=[CH:21][CH:20]=[CH:19][C:18]=1[C:24]1[N:25]=[C:26]([N:29]2[CH2:34][CH2:33][N:32]([C:8]([NH:7][C:3]3[CH:2]=[N:1][CH:6]=[CH:5][CH:4]=3)=[O:15])[CH2:31][CH2:30]2)[S:27][CH:28]=1. The catalyst class is: 16. (4) Reactant: Br[C:2]1[CH:3]=[C:4]2[C:9](=[CH:10][CH:11]=1)[N:8]([CH2:12][O:13][CH2:14][CH2:15][Si:16]([CH3:19])([CH3:18])[CH3:17])[C:7](=[O:20])[CH:6]=[CH:5]2.C([O-])([O-])=O.[K+].[K+].[C:27]1(C)C=CC=C[CH:28]=1. Product: [CH3:17][Si:16]([CH3:19])([CH3:18])[CH2:15][CH2:14][O:13][CH2:12][N:8]1[C:9]2[C:4](=[CH:3][C:2]([CH:27]=[CH2:28])=[CH:11][CH:10]=2)[CH:5]=[CH:6][C:7]1=[O:20]. The catalyst class is: 257. (5) Reactant: [CH2:1]([NH:8][C:9](=O)[CH2:10][NH:11][C:12]1[CH:17]=[CH:16][C:15]([F:18])=[CH:14][C:13]=1[CH3:19])[C:2]1[CH:7]=[CH:6][CH:5]=[CH:4][CH:3]=1.O1CCCC1.B. Product: [CH2:1]([NH:8][CH2:9][CH2:10][NH:11][C:12]1[CH:17]=[CH:16][C:15]([F:18])=[CH:14][C:13]=1[CH3:19])[C:2]1[CH:3]=[CH:4][CH:5]=[CH:6][CH:7]=1. The catalyst class is: 1. (6) Reactant: [Br:1][C:2]1[N:3]=[C:4]([C:12]#[C:13][Si](C)(C)C)[C:5]([NH:8]C(=O)C)=[N:6][CH:7]=1.[F-].C([N+](CCCC)(CCCC)CCCC)CCC. Product: [Br:1][C:2]1[N:3]=[C:4]2[CH:12]=[CH:13][NH:8][C:5]2=[N:6][CH:7]=1. The catalyst class is: 1. (7) Reactant: [CH3:1][O:2][C:3](=[O:42])[C@@H:4]([NH:14][C:15]([C:17]1[S:21][C:20]([NH:22][C:23](=[O:40])[CH2:24][C:25]2[CH:33]=[CH:32][CH:31]=[C:30]3[C:26]=2[CH:27]=[N:28][N:29]3C2CCCCO2)=[N:19][C:18]=1[CH3:41])=[O:16])[CH2:5][NH:6][C:7](OC(C)(C)C)=[O:8].O1[CH2:48][CH2:47]OCC1.CN(C(ON1N=NC2C=CC=CC1=2)=[N+](C)C)C.F[P-](F)(F)(F)(F)F.C1C=CC2N(O)N=NC=2C=1.[S:83]1[CH:87]=CC=[C:84]1C(O)=O.C(N(CC)CC)C. Product: [CH3:1][O:2][C:3](=[O:42])[C@@H:4]([NH:14][C:15]([C:17]1[S:21][C:20]([NH:22][C:23](=[O:40])[CH2:24][C:25]2[CH:33]=[CH:32][CH:31]=[C:30]3[C:26]=2[CH:27]=[N:28][NH:29]3)=[N:19][C:18]=1[CH3:41])=[O:16])[CH2:5][NH:6][C:7]([C:84]1[S:83][CH:87]=[CH:47][CH:48]=1)=[O:8]. The catalyst class is: 209.